This data is from Peptide-MHC class II binding affinity with 134,281 pairs from IEDB. The task is: Regression. Given a peptide amino acid sequence and an MHC pseudo amino acid sequence, predict their binding affinity value. This is MHC class II binding data. (1) The peptide sequence is CEYIPLFSATARRAM. The MHC is DRB1_1201 with pseudo-sequence DRB1_1201. The binding affinity (normalized) is 0.0135. (2) The peptide sequence is NSYSGVEGEGLHKLGYI. The MHC is DRB1_1501 with pseudo-sequence DRB1_1501. The binding affinity (normalized) is 0.258.